Dataset: Forward reaction prediction with 1.9M reactions from USPTO patents (1976-2016). Task: Predict the product of the given reaction. (1) Given the reactants [C:1]([C:3]1[CH:11]=[CH:10][CH:9]=[CH:8][C:4]=1C(O)=O)#[N:2].[CH2:12]([SH:19])C1C=CC=CC=1.P12(SP3(SP(SP(S3)(S1)=S)(=S)S2)=S)=[S:21].[C:34]1([CH3:40])[CH:39]=[CH:38][CH:37]=[CH:36][CH:35]=1, predict the reaction product. The product is: [CH2:40]([S:21][C:12](=[S:19])[C:9]1[CH:8]=[CH:4][C:3]([C:1]#[N:2])=[CH:11][CH:10]=1)[C:34]1[CH:39]=[CH:38][CH:37]=[CH:36][CH:35]=1. (2) Given the reactants [NH:1]1[C:5]2=[CH:6][N:7]=[C:8]([NH:10][C:11]3[C:12]4[C:19]5[CH2:20][CH2:21][C@H:22]([C:24](O)=[O:25])[CH2:23][C:18]=5[S:17][C:13]=4[N:14]=[CH:15][N:16]=3)[CH:9]=[C:4]2[CH:3]=[N:2]1.[CH3:27][C@H:28]1[O:33][C@@H:32]([CH3:34])[CH2:31][NH:30][CH2:29]1, predict the reaction product. The product is: [CH3:34][C@H:32]1[O:33][C@@H:28]([CH3:27])[CH2:29][N:30]([C:24]([C@H:22]2[CH2:21][CH2:20][C:19]3[C:12]4[C:11]([NH:10][C:8]5[CH:9]=[C:4]6[CH:3]=[N:2][NH:1][C:5]6=[CH:6][N:7]=5)=[N:16][CH:15]=[N:14][C:13]=4[S:17][C:18]=3[CH2:23]2)=[O:25])[CH2:31]1.